This data is from Full USPTO retrosynthesis dataset with 1.9M reactions from patents (1976-2016). The task is: Predict the reactants needed to synthesize the given product. (1) The reactants are: [F:1][C:2]([F:11])([F:10])[CH2:3][CH2:4][CH:5]([C:8]#[N:9])[C:6]#[N:7].C(=O)([O-])[O-].[K+].[K+].Cl[CH2:19][C:20]1[CH:21]=[N:22][C:23]([C:26]([F:29])([F:28])[F:27])=[CH:24][CH:25]=1. Given the product [F:29][C:26]([F:27])([F:28])[C:23]1[N:22]=[CH:21][C:20]([CH2:19][C:5]([CH2:4][CH2:3][C:2]([F:10])([F:11])[F:1])([C:8]#[N:9])[C:6]#[N:7])=[CH:25][CH:24]=1, predict the reactants needed to synthesize it. (2) The reactants are: [F:1][C:2]1[S:6][C:5]([C:7]2[CH:13]=[CH:12][CH:11]=[C:10]([N+:14]([O-])=O)[C:8]=2[NH2:9])=[CH:4][CH:3]=1.CC(O)=O. Given the product [F:1][C:2]1[S:6][C:5]([C:7]2[CH:13]=[CH:12][CH:11]=[C:10]([NH2:14])[C:8]=2[NH2:9])=[CH:4][CH:3]=1, predict the reactants needed to synthesize it. (3) Given the product [F:25][C:24]([F:27])([F:26])[S:21]([O-:23])(=[O:22])=[O:20].[F:25][C:24]([F:27])([F:26])[S:21]([O-:23])(=[O:22])=[O:20].[C:10]1([I:5]([N+:33]2[CH:34]=[CH:35][C:30]([O:29][CH3:28])=[CH:31][CH:32]=2)[N+:33]2[CH:34]=[CH:35][C:30]([O:29][CH3:28])=[CH:31][CH:32]=2)[CH:11]=[CH:12][CH:13]=[CH:14][CH:15]=1, predict the reactants needed to synthesize it. The reactants are: C(O[I:5]([C:10]1[CH:15]=[CH:14][CH:13]=[CH:12][CH:11]=1)OC(=O)C)(=O)C.[Si]([O:20][S:21]([C:24]([F:27])([F:26])[F:25])(=[O:23])=[O:22])(C)(C)C.[CH3:28][O:29][C:30]1[CH:35]=[CH:34][N:33]=[CH:32][CH:31]=1. (4) Given the product [OH2:2].[S:1]([OH:5])([OH:4])(=[O:3])=[O:2].[F:6][C:7]1[CH:8]=[C:9]([NH:18][C:19]([C@@H:21]2[N:30]([C:31]([C@@H:33]3[CH2:36][C@H:35]([CH2:37][C:38]([OH:40])=[O:39])[CH2:34]3)=[O:32])[CH2:29][CH2:28][C:27]3[N:26]=[C:25]([O:41][CH3:42])[CH:24]=[CH:23][C:22]2=3)=[O:20])[CH:10]=[C:11]2[C:15]=1[C:14]([CH3:17])([CH3:16])[CH2:13][CH2:12]2.[F:6][C:7]1[CH:8]=[C:9]([NH:18][C:19]([C@@H:21]2[N:30]([C:31]([C@@H:33]3[CH2:36][C@H:35]([CH2:37][C:38]([OH:40])=[O:39])[CH2:34]3)=[O:32])[CH2:29][CH2:28][C:27]3[N:26]=[C:25]([O:41][CH3:42])[CH:24]=[CH:23][C:22]2=3)=[O:20])[CH:10]=[C:11]2[C:15]=1[C:14]([CH3:17])([CH3:16])[CH2:13][CH2:12]2.[S:1]([OH:5])([OH:4])(=[O:3])=[O:2], predict the reactants needed to synthesize it. The reactants are: [S:1]([OH:5])([OH:4])(=[O:3])=[O:2].[F:6][C:7]1[CH:8]=[C:9]([NH:18][C:19]([C@@H:21]2[N:30]([C:31]([C@@H:33]3[CH2:36][C@H:35]([CH2:37][C:38]([OH:40])=[O:39])[CH2:34]3)=[O:32])[CH2:29][CH2:28][C:27]3[N:26]=[C:25]([O:41][CH3:42])[CH:24]=[CH:23][C:22]2=3)=[O:20])[CH:10]=[C:11]2[C:15]=1[C:14]([CH3:17])([CH3:16])[CH2:13][CH2:12]2.